Dataset: Forward reaction prediction with 1.9M reactions from USPTO patents (1976-2016). Task: Predict the product of the given reaction. (1) Given the reactants [Mg].BrC(Br)C.[CH:6]([O:8][CH2:9][CH2:10]CCl)=[CH2:7].[CH:13]12[CH2:22][CH:17]3[CH2:18][CH:19]([CH2:21][CH:15]([CH2:16]3)[C:14]1=[O:23])[CH2:20]2, predict the reaction product. The product is: [CH:6]([O:8][CH2:9][CH2:10][C:14]1([OH:23])[CH:15]2[CH2:21][CH:19]3[CH2:18][CH:17]([CH2:22][CH:13]1[CH2:20]3)[CH2:16]2)=[CH2:7]. (2) Given the reactants [OH:1][C:2]1[CH:3]=[CH:4][CH:5]=[C:6]2[C:10]=1[NH:9][CH:8]=[CH:7]2.[CH2:11]1[O:13][CH2:12]1.[H-].[Na+].O, predict the reaction product. The product is: [NH:9]1[C:10]2[C:6](=[CH:5][CH:4]=[CH:3][C:2]=2[O:1][CH2:11][CH2:12][OH:13])[CH:7]=[CH:8]1. (3) The product is: [CH:22]1([NH:21][C:9]2[C:8]3([CH2:28][CH2:29][N:5]([CH2:4][C:3]4[CH:30]=[CH:31][CH:32]=[CH:33][C:2]=4[NH:1][CH:35]([CH3:37])[CH3:34])[CH2:6][CH2:7]3)[N:12]([C:13]3[CH:18]=[CH:17][CH:16]=[C:15]([F:19])[CH:14]=3)[C:11](=[O:20])[N:10]=2)[CH2:23][CH2:24][CH2:25][CH2:26][CH2:27]1. Given the reactants [NH2:1][C:2]1[CH:33]=[CH:32][CH:31]=[CH:30][C:3]=1[CH2:4][N:5]1[CH2:29][CH2:28][C:8]2([N:12]([C:13]3[CH:18]=[CH:17][CH:16]=[C:15]([F:19])[CH:14]=3)[C:11](=[O:20])[N:10]=[C:9]2[NH:21][CH:22]2[CH2:27][CH2:26][CH2:25][CH2:24][CH2:23]2)[CH2:7][CH2:6]1.[CH3:34][C:35]([CH3:37])=O, predict the reaction product.